Dataset: Clinical trial toxicity outcomes and FDA approval status for drugs. Task: Regression/Classification. Given a drug SMILES string, predict its toxicity properties. Task type varies by dataset: regression for continuous values (e.g., LD50, hERG inhibition percentage) or binary classification for toxic/non-toxic outcomes (e.g., AMES mutagenicity, cardiotoxicity, hepatotoxicity). Dataset: clintox. (1) The compound is Clc1ccccc1C(c1ccccc1)(c1ccccc1)n1ccnc1. The result is 0 (passed clinical trial). (2) The drug is O=C(OC1CC2CC3C[C@H](C1)[NH+]2CC3=O)c1c[nH]c2ccccc12. The result is 0 (passed clinical trial).